From a dataset of Forward reaction prediction with 1.9M reactions from USPTO patents (1976-2016). Predict the product of the given reaction. Given the reactants [OH:1][C@H:2]1[CH2:6][CH2:5][NH:4][CH2:3]1.F[C:8]1[CH:15]=[CH:14][C:13]([C:16]2[N:21]=[C:20]([NH:22][C:23]3[CH:28]=[CH:27][C:26]([N:29]4[CH2:34][CH2:33][N:32]([CH:35]5[CH2:38][O:37][CH2:36]5)[CH2:31][CH2:30]4)=[CH:25][CH:24]=3)[N:19]=[CH:18][N:17]=2)=[CH:12][C:9]=1[C:10]#[N:11], predict the reaction product. The product is: [OH:1][C@H:2]1[CH2:6][CH2:5][N:4]([C:8]2[CH:15]=[CH:14][C:13]([C:16]3[N:21]=[C:20]([NH:22][C:23]4[CH:24]=[CH:25][C:26]([N:29]5[CH2:34][CH2:33][N:32]([CH:35]6[CH2:38][O:37][CH2:36]6)[CH2:31][CH2:30]5)=[CH:27][CH:28]=4)[N:19]=[CH:18][N:17]=3)=[CH:12][C:9]=2[C:10]#[N:11])[CH2:3]1.